From a dataset of Forward reaction prediction with 1.9M reactions from USPTO patents (1976-2016). Predict the product of the given reaction. (1) Given the reactants C([O:3][C:4](=[O:28])[CH2:5][CH2:6][N:7]1[C:11]2[N:12]=[CH:13][N:14]=[C:15]([NH:16][C:17]3[CH:22]=[CH:21][C:20]([O:23][C:24]([F:27])([F:26])[F:25])=[CH:19][CH:18]=3)[C:10]=2[CH:9]=[CH:8]1)C, predict the reaction product. The product is: [F:27][C:24]([F:25])([F:26])[O:23][C:20]1[CH:19]=[CH:18][C:17]([NH:16][C:15]2[C:10]3[CH:9]=[CH:8][N:7]([CH2:6][CH2:5][C:4]([OH:28])=[O:3])[C:11]=3[N:12]=[CH:13][N:14]=2)=[CH:22][CH:21]=1. (2) Given the reactants Cl[C:2]1[N:7]=[C:6]([Cl:8])[N:5]=[C:4]([Cl:9])[N:3]=1.Cl.[CH2:11]([NH2:13])[CH3:12].C(N(CC)C(C)C)(C)C, predict the reaction product. The product is: [CH2:11]([NH:13][C:2]1[N:7]=[C:6]([Cl:8])[N:5]=[C:4]([Cl:9])[N:3]=1)[CH3:12]. (3) Given the reactants [N:1]1([CH2:6][CH2:7][OH:8])[CH2:5][CH2:4][CH2:3][CH2:2]1.[H-].[Na+].[CH3:11][C:12]1[CH:17]=[C:16]([C:18]2[NH:27][C:26](=[O:28])[C:25]3[C:20](=[CH:21][C:22]([F:30])=[CH:23][C:24]=3F)[N:19]=2)[CH:15]=[C:14]([CH3:31])[N:13]=1.O, predict the reaction product. The product is: [CH3:11][C:12]1[CH:17]=[C:16]([C:18]2[NH:27][C:26](=[O:28])[C:25]3[C:20](=[CH:21][C:22]([F:30])=[CH:23][C:24]=3[O:8][CH2:7][CH2:6][N:1]3[CH2:5][CH2:4][CH2:3][CH2:2]3)[N:19]=2)[CH:15]=[C:14]([CH3:31])[N:13]=1. (4) Given the reactants [N:1]1[CH:6]=[CH:5][CH:4]=[CH:3][C:2]=1[C:7]1[C:11]([CH2:12][O:13][C:14]2[N:19]=[N:18][C:17]([C:20]([OH:22])=O)=[CH:16][CH:15]=2)=[CH:10][O:9][N:8]=1.[NH2:23][CH2:24][CH:25]1[CH2:27][CH2:26]1, predict the reaction product. The product is: [CH:25]1([CH2:24][NH:23][C:20]([C:17]2[N:18]=[N:19][C:14]([O:13][CH2:12][C:11]3[C:7]([C:2]4[CH:3]=[CH:4][CH:5]=[CH:6][N:1]=4)=[N:8][O:9][CH:10]=3)=[CH:15][CH:16]=2)=[O:22])[CH2:27][CH2:26]1. (5) Given the reactants [SH:1][CH2:2][CH2:3][OH:4].Cl[C:6]1[CH:15]=[N:14][C:13]2[C:8](=[CH:9][C:10]([O:16][CH3:17])=[CH:11][CH:12]=2)[N:7]=1.C(=O)([O-])[O-].[K+].[K+].C(OCC)(=O)C, predict the reaction product. The product is: [CH3:17][O:16][C:10]1[CH:9]=[C:8]2[C:13]([N:14]=[CH:15][C:6]([S:1][CH2:2][CH2:3][OH:4])=[N:7]2)=[CH:12][CH:11]=1. (6) Given the reactants [Cl:1][C:2]1[CH:3]=[C:4]([NH:10][C@H:11]([CH2:20][N:21]([CH3:34])S(C2C=CC=CC=2[N+]([O-])=O)(=O)=O)[CH2:12][C:13]([O:15][C:16]([CH3:19])([CH3:18])[CH3:17])=[O:14])[CH:5]=[CH:6][C:7]=1[C:8]#[N:9].C1(S)C=CC=CC=1.C([O-])([O-])=O.[K+].[K+], predict the reaction product. The product is: [Cl:1][C:2]1[CH:3]=[C:4]([NH:10][C@H:11]([CH2:20][NH:21][CH3:34])[CH2:12][C:13]([O:15][C:16]([CH3:19])([CH3:17])[CH3:18])=[O:14])[CH:5]=[CH:6][C:7]=1[C:8]#[N:9]. (7) Given the reactants [F:1][C:2]1[CH:7]=[CH:6][C:5]([C:8]2[N:9]=[C:10]3[C:15](=[N:16][CH:17]=2)[N:14]=[C:13](SC)[NH:12][C:11]3=[O:20])=[CH:4][CH:3]=1.Cl.[NH2:22][CH2:23][C:24]1[CH:29]=[CH:28][C:27]([S:30]([NH2:33])(=[O:32])=[O:31])=[CH:26][CH:25]=1.CCN(C(C)C)C(C)C, predict the reaction product. The product is: [F:1][C:2]1[CH:3]=[CH:4][C:5]([C:8]2[N:9]=[C:10]3[C:15](=[N:16][CH:17]=2)[N:14]=[C:13]([NH:22][CH2:23][C:24]2[CH:25]=[CH:26][C:27]([S:30]([NH2:33])(=[O:31])=[O:32])=[CH:28][CH:29]=2)[NH:12][C:11]3=[O:20])=[CH:6][CH:7]=1. (8) Given the reactants [N:1]1[C:10]2[C:5](=[CH:6][CH:7]=[CH:8][CH:9]=2)[C:4]([CH2:11][OH:12])=[CH:3][CH:2]=1.C(N(CC)CC)C.[CH3:20][S:21](Cl)(=[O:23])=[O:22], predict the reaction product. The product is: [CH3:20][S:21]([O:12][CH2:11][C:4]1[C:5]2[C:10](=[CH:9][CH:8]=[CH:7][CH:6]=2)[N:1]=[CH:2][CH:3]=1)(=[O:23])=[O:22]. (9) Given the reactants I[CH2:2][CH:3]1[CH2:7][C:6]2[CH:8]=[CH:9][CH:10]=[CH:11][C:5]=2[O:4]1.C(=O)([O-])[O-].[K+].[K+].[NH:18]1[CH2:23][CH2:22][NH:21][CH2:20][CH2:19]1, predict the reaction product. The product is: [O:4]1[C:5]2[CH:11]=[CH:10][CH:9]=[CH:8][C:6]=2[CH2:7][CH:3]1[CH2:2][N:18]1[CH2:23][CH2:22][NH:21][CH2:20][CH2:19]1. (10) The product is: [NH2:7][C:8]1[CH:13]=[CH:12][C:11]([C:14]2[S:15][CH:16]=[CH:17][CH:18]=2)=[CH:10][C:9]=1[NH:19][C:20](=[O:21])[C:22]1[CH:27]=[CH:26][C:25]([N:43]2[CH2:44][CH2:45][C:40]3([CH2:37][NH:38][CH2:39]3)[CH2:41][CH2:42]2)=[N:24][CH:23]=1. Given the reactants C(OC(=O)[NH:7][C:8]1[CH:13]=[CH:12][C:11]([C:14]2[S:15][CH:16]=[CH:17][CH:18]=2)=[CH:10][C:9]=1[NH:19][C:20]([C:22]1[CH:23]=[N:24][C:25](Cl)=[CH:26][CH:27]=1)=[O:21])(C)(C)C.CCN(CC)CC.[CH2:37]1[C:40]2([CH2:45][CH2:44][NH:43][CH2:42][CH2:41]2)[CH2:39][N:38]1C(OC(C)(C)C)=O, predict the reaction product.